From a dataset of Catalyst prediction with 721,799 reactions and 888 catalyst types from USPTO. Predict which catalyst facilitates the given reaction. (1) Reactant: [NH2:1][C@@H:2]([CH:66]([CH3:68])[CH3:67])[C:3]([NH:5][C@@H:6]([CH3:65])[C:7]([NH:9][C:10]1[CH:15]=[CH:14][C:13]([C:16]2[CH2:17][C@H:18]3[CH:24]=[N:23][C:22]4[CH:25]=[C:26]([O:31][CH2:32][CH2:33][CH2:34][O:35][C:36]5[C:37]([O:61][CH3:62])=[CH:38][C:39]6[C:45](=[O:46])[N:44]7[CH:47]=[C:48]([C:50]8[CH:59]=[CH:58][C:53]([C:54]([O:56]C)=[O:55])=[CH:52][CH:51]=8)[CH2:49][C@H:43]7[CH:42]=[N:41][C:40]=6[CH:60]=5)[C:27]([O:29][CH3:30])=[CH:28][C:21]=4[C:20](=[O:63])[N:19]3[CH:64]=2)=[CH:12][CH:11]=1)=[O:8])=[O:4].[OH-].[Li+]. Product: [NH2:1][C@@H:2]([CH:66]([CH3:68])[CH3:67])[C:3]([NH:5][C@@H:6]([CH3:65])[C:7]([NH:9][C:10]1[CH:11]=[CH:12][C:13]([C:16]2[CH2:17][C@H:18]3[CH:24]=[N:23][C:22]4[CH:25]=[C:26]([O:31][CH2:32][CH2:33][CH2:34][O:35][C:36]5[C:37]([O:61][CH3:62])=[CH:38][C:39]6[C:45](=[O:46])[N:44]7[CH:47]=[C:48]([C:50]8[CH:51]=[CH:52][C:53]([C:54]([OH:56])=[O:55])=[CH:58][CH:59]=8)[CH2:49][C@H:43]7[CH:42]=[N:41][C:40]=6[CH:60]=5)[C:27]([O:29][CH3:30])=[CH:28][C:21]=4[C:20](=[O:63])[N:19]3[CH:64]=2)=[CH:14][CH:15]=1)=[O:8])=[O:4]. The catalyst class is: 36. (2) Reactant: [CH2:1]([O:4][CH2:5][CH:6]1[CH2:15][CH2:14][C:9]2(OCC[O:10]2)[CH2:8][CH2:7]1)[CH2:2][CH3:3].Cl. Product: [CH2:1]([O:4][CH2:5][CH:6]1[CH2:15][CH2:14][C:9](=[O:10])[CH2:8][CH2:7]1)[CH2:2][CH3:3]. The catalyst class is: 1.